Dataset: Peptide-MHC class I binding affinity with 185,985 pairs from IEDB/IMGT. Task: Regression. Given a peptide amino acid sequence and an MHC pseudo amino acid sequence, predict their binding affinity value. This is MHC class I binding data. (1) The peptide sequence is YNYSLTLEW. The MHC is HLA-A30:01 with pseudo-sequence HLA-A30:01. The binding affinity (normalized) is 0.213. (2) The peptide sequence is ERWFVRNPF. The MHC is HLA-B15:01 with pseudo-sequence HLA-B15:01. The binding affinity (normalized) is 0.0847. (3) The peptide sequence is TLSPAHLINK. The MHC is HLA-A11:01 with pseudo-sequence HLA-A11:01. The binding affinity (normalized) is 0.977. (4) The peptide sequence is YHRFGLYRL. The MHC is HLA-B15:01 with pseudo-sequence HLA-B15:01. The binding affinity (normalized) is 0.0847. (5) The peptide sequence is VTGLRNIPSI. The binding affinity (normalized) is 0.996. The MHC is Mamu-A02 with pseudo-sequence Mamu-A02.